From a dataset of Full USPTO retrosynthesis dataset with 1.9M reactions from patents (1976-2016). Predict the reactants needed to synthesize the given product. (1) Given the product [CH3:40][C:4]([CH3:3])(/[C:10](=[N:17]\[O:18][CH2:19][C:20]1[CH:25]=[CH:24][C:23]([O:26][CH2:27][C:10]2[N:17]=[C:47]([C:46]3[CH:16]=[CH:11][CH:12]=[CH:44][CH:45]=3)[O:43][C:4]=2[CH3:3])=[CH:22][CH:21]=1)/[C:11]1[CH:16]=[CH:15][CH:14]=[CH:13][CH:12]=1)[C:5]([OH:7])=[O:6], predict the reactants needed to synthesize it. The reactants are: [OH-].[K+].[CH3:3][C:4]([CH3:40])(/[C:10](=[N:17]\[O:18][CH2:19][C:20]1[CH:25]=[CH:24][C:23]([O:26][CH2:27]N2C=C(C)OC2C2C=CC=CC=2)=[CH:22][CH:21]=1)/[C:11]1[CH:16]=[CH:15][CH:14]=[CH:13][CH:12]=1)[C:5]([O:7]CC)=[O:6].O.Cl.[O:43]1[CH2:47][CH2:46][CH2:45][CH2:44]1. (2) Given the product [Br:9][NH:4][C:3]1[CH:5]=[CH:6][CH:7]=[CH:8][C:2]=1[I:1], predict the reactants needed to synthesize it. The reactants are: [I:1][C:2]1[CH:8]=[CH:7][CH:6]=[CH:5][C:3]=1[NH2:4].[Br-:9].[K+].B(O[O-])=O.[Na+].O. (3) Given the product [N:1]12[CH2:8][CH2:7][CH:4]([CH2:5][CH2:6]1)[C@H:3]([OH:9])[CH2:2]2, predict the reactants needed to synthesize it. The reactants are: [N:1]12[CH2:8][CH2:7][CH:4]([CH2:5][CH2:6]1)[C:3](=[O:9])[CH2:2]2.CC(C)([O-])C.[K+]. (4) Given the product [F:15][C:16]1[CH:21]=[C:20]([C:2]2[CH:14]=[CH:13][CH:12]=[CH:11][C:3]=2[O:4][C@@H:5]2[CH2:10][CH2:9][CH2:8][NH:7][CH2:6]2)[CH:19]=[CH:18][C:17]=1[C:31]1[CH:36]=[N:35][C:34]([NH2:37])=[N:33][CH:32]=1, predict the reactants needed to synthesize it. The reactants are: Br[C:2]1[CH:14]=[CH:13][CH:12]=[CH:11][C:3]=1[O:4][C@@H:5]1[CH2:10][CH2:9][CH2:8][NH:7][CH2:6]1.[F:15][C:16]1[CH:21]=[C:20](B2OC(C)(C)C(C)(C)O2)[CH:19]=[CH:18][C:17]=1[C:31]1[CH:32]=[N:33][C:34]([NH2:37])=[N:35][CH:36]=1. (5) Given the product [O:29]=[C:7]([CH2:8][S:9][C:10]([C:11]1[CH:12]=[CH:13][CH:14]=[CH:15][CH:16]=1)([C:17]1[CH:18]=[CH:19][CH:20]=[CH:21][CH:22]=1)[C:23]1[CH:28]=[CH:27][CH:26]=[CH:25][CH:24]=1)[CH2:6][CH2:5][CH2:4][CH2:3][CH2:2][NH:1][C:37]([NH:36][C:30]1[CH:35]=[CH:34][CH:33]=[CH:32][CH:31]=1)=[O:38], predict the reactants needed to synthesize it. The reactants are: [NH2:1][CH2:2][CH2:3][CH2:4][CH2:5][CH2:6][C:7](=[O:29])[CH2:8][S:9][C:10]([C:23]1[CH:28]=[CH:27][CH:26]=[CH:25][CH:24]=1)([C:17]1[CH:22]=[CH:21][CH:20]=[CH:19][CH:18]=1)[C:11]1[CH:16]=[CH:15][CH:14]=[CH:13][CH:12]=1.[C:30]1([N:36]=[C:37]=[O:38])[CH:35]=[CH:34][CH:33]=[CH:32][CH:31]=1. (6) Given the product [Cl:1][C:2]1[CH:3]=[C:4]([C:9]2([C:23]([F:26])([F:25])[F:24])[O:13][N:12]=[C:11]([C:14]3[CH:21]=[CH:20][C:17]([CH:18]=[N:28][OH:29])=[C:16]([CH3:22])[CH:15]=3)[CH2:10]2)[CH:5]=[C:6]([Cl:8])[CH:7]=1, predict the reactants needed to synthesize it. The reactants are: [Cl:1][C:2]1[CH:3]=[C:4]([C:9]2([C:23]([F:26])([F:25])[F:24])[O:13][N:12]=[C:11]([C:14]3[CH:21]=[CH:20][C:17]([CH:18]=O)=[C:16]([CH3:22])[CH:15]=3)[CH2:10]2)[CH:5]=[C:6]([Cl:8])[CH:7]=1.Cl.[NH2:28][OH:29].Cl. (7) The reactants are: [Br:1][C:2]1[CH:7]=[C:6]([F:8])[CH:5]=[CH:4][C:3]=1[CH:9]1[N:14]=[C:13]([C:15]2[S:16][CH:17]=[CH:18][N:19]=2)[NH:12][C:11]([CH2:20][N:21]2[CH2:26][CH2:25][O:24][CH2:23][C@H:22]2[C:27](O)=[O:28])=[C:10]1[C:30]([O:32][CH2:33][CH3:34])=[O:31].[NH2:35][CH2:36][CH2:37][OH:38]. Given the product [Br:1][C:2]1[CH:7]=[C:6]([F:8])[CH:5]=[CH:4][C:3]=1[CH:9]1[C:10]([C:30]([O:32][CH2:33][CH3:34])=[O:31])=[C:11]([CH2:20][N:21]2[CH2:26][CH2:25][O:24][CH2:23][C@H:22]2[C:27](=[O:28])[NH:35][CH2:36][CH2:37][OH:38])[NH:12][C:13]([C:15]2[S:16][CH:17]=[CH:18][N:19]=2)=[N:14]1, predict the reactants needed to synthesize it. (8) Given the product [OH:6][C:7]1[CH:16]=[CH:15][C:10]([C:11]([OH:13])=[O:12])=[CH:9][C:8]=1[CH2:17][CH:18]=[C:19]([CH3:21])[CH3:20], predict the reactants needed to synthesize it. The reactants are: [OH-].[Li+].C([O:6][C:7]1[CH:16]=[CH:15][C:10]([C:11]([O:13]C)=[O:12])=[CH:9][C:8]=1[CH2:17][CH:18]=[C:19]([CH3:21])[CH3:20])(=O)C.C1COCC1.CO.O.Cl.